The task is: Predict the reactants needed to synthesize the given product.. This data is from Full USPTO retrosynthesis dataset with 1.9M reactions from patents (1976-2016). (1) Given the product [Br:1][C:2]1[C:3]([CH2:14][CH3:15])=[C:4]2[C:8](=[CH:9][CH:10]=1)[NH:7][N:6]=[CH:5]2, predict the reactants needed to synthesize it. The reactants are: [Br:1][C:2]1[C:3]([CH2:14][CH3:15])=[C:4]2[C:8](=[CH:9][CH:10]=1)[N:7](C(=O)C)[N:6]=[CH:5]2. (2) The reactants are: S(Cl)([Cl:3])=O.[NH2:5][C:6]1[CH:7]=[C:8]([CH2:13]O)[CH:9]=[C:10]([CH3:12])[CH:11]=1. Given the product [Cl:3][CH2:13][C:8]1[CH:7]=[C:6]([CH:11]=[C:10]([CH3:12])[CH:9]=1)[NH2:5], predict the reactants needed to synthesize it.